Dataset: Forward reaction prediction with 1.9M reactions from USPTO patents (1976-2016). Task: Predict the product of the given reaction. (1) Given the reactants [Si:1]([O:8][C@H:9]1[CH2:14][CH2:13][C@@:12]([C@H:16]2[CH2:24][CH2:23][C@@:22]3([CH3:25])[C@@H:18]([CH2:19][CH2:20][C:21]3=[O:26])[C@@H:17]2[CH2:27][NH:28][C:29](=[O:35])[O:30][C:31]([CH3:34])([CH3:33])[CH3:32])([CH3:15])[C@@H:11]([CH2:36][O:37][Si:38]([C:41]([CH3:44])([CH3:43])[CH3:42])([CH3:40])[CH3:39])[CH2:10]1)([C:4]([CH3:7])([CH3:6])[CH3:5])([CH3:3])[CH3:2].[H-].[Na+].[CH:47](OCC)=[O:48].CCOC(C)=O, predict the reaction product. The product is: [Si:1]([O:8][C@H:9]1[CH2:14][CH2:13][C@@:12]([C@H:16]2[CH2:24][CH2:23][C@@:22]3([CH3:25])[C@@H:18]([CH2:19]/[C:20](=[CH:47]/[OH:48])/[C:21]3=[O:26])[C@@H:17]2[CH2:27][NH:28][C:29](=[O:35])[O:30][C:31]([CH3:32])([CH3:33])[CH3:34])([CH3:15])[C@@H:11]([CH2:36][O:37][Si:38]([C:41]([CH3:44])([CH3:43])[CH3:42])([CH3:39])[CH3:40])[CH2:10]1)([C:4]([CH3:5])([CH3:6])[CH3:7])([CH3:3])[CH3:2]. (2) Given the reactants CS[C:3]1[NH:4][CH:5]=[C:6]([CH2:10][C:11]2[CH:16]=[CH:15][C:14](=[O:17])[NH:13][CH:12]=2)[C:7](=[O:9])[N:8]=1.[Cl:18][C:19]1[CH:34]=[CH:33][C:22]([O:23][C:24]2[CH:29]=[CH:28][C:27]([CH2:30][CH2:31][NH2:32])=[CH:26][CH:25]=2)=[CH:21][C:20]=1[C:35]([F:38])([F:37])[F:36], predict the reaction product. The product is: [Cl:18][C:19]1[CH:34]=[CH:33][C:22]([O:23][C:24]2[CH:29]=[CH:28][C:27]([CH2:30][CH2:31][NH:32][C:3]3[NH:4][CH:5]=[C:6]([CH2:10][C:11]4[CH:16]=[CH:15][C:14](=[O:17])[NH:13][CH:12]=4)[C:7](=[O:9])[N:8]=3)=[CH:26][CH:25]=2)=[CH:21][C:20]=1[C:35]([F:36])([F:37])[F:38]. (3) Given the reactants [CH2:1]([S:8]([NH:11][C:12]([CH:14]1[CH2:19][CH2:18][N:17]([C:20]2[C:30](Br)=[CH:29][C:23]([C:24]([O:26][CH2:27][CH3:28])=[O:25])=[C:22]([CH2:32][N:33]3[CH2:37][CH2:36][CH2:35][C:34]3=[O:38])[N:21]=2)[CH2:16][CH2:15]1)=[O:13])(=[O:10])=[O:9])[C:2]1[CH:7]=[CH:6][CH:5]=[CH:4][CH:3]=1, predict the reaction product. The product is: [CH2:1]([S:8]([NH:11][C:12]([CH:14]1[CH2:15][CH2:16][N:17]([C:20]2[CH:30]=[CH:29][C:23]([C:24]([O:26][CH2:27][CH3:28])=[O:25])=[C:22]([CH2:32][N:33]3[CH2:37][CH2:36][CH2:35][C:34]3=[O:38])[N:21]=2)[CH2:18][CH2:19]1)=[O:13])(=[O:9])=[O:10])[C:2]1[CH:3]=[CH:4][CH:5]=[CH:6][CH:7]=1. (4) The product is: [I:1][C:14]1[S:13][C:12]([NH:15][C:16](=[O:18])[CH3:17])=[N:11][C:10]=1[CH3:9]. Given the reactants [I:1]N1C(=O)CCC1=O.[CH3:9][C:10]1[N:11]=[C:12]([NH:15][C:16](=[O:18])[CH3:17])[S:13][CH:14]=1, predict the reaction product. (5) The product is: [CH3:2][O:3][C:4]1[CH:5]=[C:6]([C:12]2[C:13]([CH3:25])([CH3:24])[C:14](=[O:23])[N:15]([CH:17]3[CH2:22][CH2:21][N:20]([C:35]([C:33]4[CH:32]=[CH:31][CH:30]=[C:29]5[C:34]=4[NH:26][CH:27]=[CH:28]5)=[O:36])[CH2:19][CH2:18]3)[N:16]=2)[CH:7]=[CH:8][C:9]=1[O:10][CH3:11]. Given the reactants Cl.[CH3:2][O:3][C:4]1[CH:5]=[C:6]([C:12]2[C:13]([CH3:25])([CH3:24])[C:14](=[O:23])[N:15]([CH:17]3[CH2:22][CH2:21][NH:20][CH2:19][CH2:18]3)[N:16]=2)[CH:7]=[CH:8][C:9]=1[O:10][CH3:11].[NH:26]1[C:34]2[C:29](=[CH:30][CH:31]=[CH:32][C:33]=2[C:35](O)=[O:36])[CH:28]=[CH:27]1, predict the reaction product. (6) Given the reactants C(O)(C(F)(F)F)=O.[CH2:8]([O:48][CH:49]1[C@H:53]2[C@H:54](OC3CCCCO3)[N:55](C(OC(C)(C)C)=O)[C:56]3[CH:63]=[CH:62][C:61]([O:64][CH3:65])=[CH:60][C:57]=3[C:58](=[O:59])[N:52]2[CH2:51][CH2:50]1)[CH2:9][CH2:10][CH2:11][CH2:12][CH2:13][CH2:14][CH2:15][O:16][CH:17]1[C@H:21]2[C@H:22](OC3CCCCO3)[N:23](C(OC(C)(C)C)=O)[C:24]3[CH:31]=[CH:30][C:29]([O:32][CH3:33])=[CH:28][C:25]=3[C:26](=[O:27])[N:20]2[CH2:19][CH2:18]1.C([O-])(O)=O.[Na+], predict the reaction product. The product is: [CH2:8]([O:48][CH:49]1[C@@H:53]2[CH:54]=[N:55][C:56]3[CH:63]=[CH:62][C:61]([O:64][CH3:65])=[CH:60][C:57]=3[C:58](=[O:59])[N:52]2[CH2:51][CH2:50]1)[CH2:9][CH2:10][CH2:11][CH2:12][CH2:13][CH2:14][CH2:15][O:16][CH:17]1[C@@H:21]2[CH:22]=[N:23][C:24]3[CH:31]=[CH:30][C:29]([O:32][CH3:33])=[CH:28][C:25]=3[C:26](=[O:27])[N:20]2[CH2:19][CH2:18]1. (7) Given the reactants [CH3:1][O:2][C:3](=[O:33])[C@@H:4]([NH:25]C(OC(C)(C)C)=O)[CH2:5][C:6]1[CH:11]=[CH:10][C:9]([O:12][C:13](=[O:16])[NH:14][CH3:15])=[C:8]([O:17][CH2:18][C:19]2[CH:24]=[CH:23][CH:22]=[CH:21][CH:20]=2)[CH:7]=1.C(OCC)C.[Cl:39]CCl, predict the reaction product. The product is: [Cl-:39].[CH2:18]([O:17][C:8]1[CH:7]=[C:6]([CH2:5][C@H:4]([NH3+:25])[C:3]([O:2][CH3:1])=[O:33])[CH:11]=[CH:10][C:9]=1[O:12][C:13](=[O:16])[NH:14][CH3:15])[C:19]1[CH:20]=[CH:21][CH:22]=[CH:23][CH:24]=1. (8) Given the reactants S[CH2:2][CH2:3][CH2:4][C:5]([O:7][CH2:8][C:9]1[CH:14]=[CH:13][CH:12]=[CH:11][CH:10]=1)=[O:6].[N+]([O-])([O-])=O.[K+].[S:20]([Cl:24])(Cl)(=[O:22])=[O:21].C([O-])(O)=O.[Na+], predict the reaction product. The product is: [Cl:24][S:20]([CH2:2][CH2:3][CH2:4][C:5]([O:7][CH2:8][C:9]1[CH:10]=[CH:11][CH:12]=[CH:13][CH:14]=1)=[O:6])(=[O:22])=[O:21]. (9) Given the reactants [Br:1][C:2]1[CH:3]=[C:4]([C:13]2[CH:18]=[CH:17][CH:16]=[CH:15][CH:14]=2)[CH:5]=[CH:6][C:7]=1[C:8]#[C:9][C:10]([OH:12])=O.[Cl:19][C:20]1[CH:21]=[C:22]([NH2:33])[CH:23]=[CH:24][C:25]=1[CH2:26][CH2:27][N:28]([CH2:31][CH3:32])[CH2:29][CH3:30], predict the reaction product. The product is: [ClH:19].[Cl:19][C:20]1[CH:21]=[C:22]([NH:33][C:10](=[O:12])[C:9]#[C:8][C:7]2[CH:6]=[CH:5][C:4]([C:13]3[CH:18]=[CH:17][CH:16]=[CH:15][CH:14]=3)=[CH:3][C:2]=2[Br:1])[CH:23]=[CH:24][C:25]=1[CH2:26][CH2:27][N:28]([CH2:31][CH3:32])[CH2:29][CH3:30].